This data is from Forward reaction prediction with 1.9M reactions from USPTO patents (1976-2016). The task is: Predict the product of the given reaction. Given the reactants [Cl:1][C:2]([Cl:7])(Cl)[C:3](Cl)=[O:4].[CH2:8]([O:15][CH2:16][CH:17]=[CH2:18])[C:9]1[CH:14]=[CH:13][CH:12]=[CH:11][CH:10]=1.COCCOC, predict the reaction product. The product is: [CH2:8]([O:15][CH2:16][CH:17]1[CH2:18][C:3](=[O:4])[C:2]1([Cl:7])[Cl:1])[C:9]1[CH:14]=[CH:13][CH:12]=[CH:11][CH:10]=1.